The task is: Predict the reactants needed to synthesize the given product.. This data is from Full USPTO retrosynthesis dataset with 1.9M reactions from patents (1976-2016). (1) Given the product [F:1][C:2]1[CH:3]=[C:4]([CH:40]=[C:41]([F:43])[CH:42]=1)[CH2:5][N:6]1[C:10]([Br:11])=[CH:9][N:8]=[C:7]1[CH:12]([NH:32][C:33]([N:57]1[CH2:58][CH2:59][CH:60]([N:63]2[CH2:72][C:71]3[C:66](=[CH:67][CH:68]=[CH:69][CH:70]=3)[NH:65][C:64]2=[O:73])[CH2:61][CH2:62]1)=[O:39])[CH2:13][C:14]1[CH:22]=[C:21]([CH3:23])[C:20]2[C:16](=[CH:17][NH:18][N:19]=2)[CH:15]=1, predict the reactants needed to synthesize it. The reactants are: [F:1][C:2]1[CH:3]=[C:4]([CH:40]=[C:41]([F:43])[CH:42]=1)[CH2:5][N:6]1[C:10]([Br:11])=[CH:9][N:8]=[C:7]1[CH:12]([NH:32][C:33](=[O:39])OC(C)(C)C)[CH2:13][C:14]1[CH:22]=[C:21]([CH3:23])[C:20]2[C:16](=[CH:17][N:18](COCC[Si](C)(C)C)[N:19]=2)[CH:15]=1.Cl.C(C1NC=CN=1)(C1NC=CN=1)=O.[NH:57]1[CH2:62][CH2:61][CH:60]([N:63]2[CH2:72][C:71]3[C:66](=[CH:67][CH:68]=[CH:69][CH:70]=3)[NH:65][C:64]2=[O:73])[CH2:59][CH2:58]1. (2) The reactants are: [CH:1]([C:3]1[CH:10]=[CH:9][C:6]([C:7]#[N:8])=[CH:5][CH:4]=1)=[O:2].[CH3:11][CH2:12][OH:13].C(Cl)(Cl)[Cl:15]. Given the product [ClH:15].[CH:1]([C:3]1[CH:10]=[CH:9][C:6]([C:7](=[NH:8])[O:13][CH2:12][CH3:11])=[CH:5][CH:4]=1)=[O:2], predict the reactants needed to synthesize it. (3) Given the product [CH2:10]([CH:9]1[O:12][C:24](=[O:26])[N:7]([CH2:6][C:5]2[CH:13]=[CH:14][CH:15]=[CH:16][C:4]=2[N+:1]([O-:3])=[O:2])[CH2:8]1)[CH3:11], predict the reactants needed to synthesize it. The reactants are: [N+:1]([C:4]1[CH:16]=[CH:15][CH:14]=[CH:13][C:5]=1[CH2:6][NH:7][CH2:8][CH:9]([OH:12])[CH2:10][CH3:11])([O-:3])=[O:2].N1C=CC=CC=1.Cl[C:24](Cl)([O:26]C(=O)OC(Cl)(Cl)Cl)Cl. (4) Given the product [Cl:46][C:34]1[N:33]=[C:32]2[C:37]([N:38]=[CH:39][N:31]2[C@@H:29]2[CH2:30][C@H:26]([NH:25][C:5](=[O:23])[CH2:4][OH:24])[C@@H:27]([OH:48])[C@H:28]2[OH:47])=[C:36]([NH:40][CH:41]2[CH2:42][CH2:43][CH2:44][CH2:45]2)[N:35]=1, predict the reactants needed to synthesize it. The reactants are: Cl.N[C@H]1C[C@@H](N2C=NC3C2=NC=NC=3NC2CCCC2)[C@H:5]([OH:23])[C@@H:4]1[OH:24].[NH2:25][C@H:26]1[CH2:30][C@@H:29]([N:31]2[CH:39]=[N:38][C:37]3[C:32]2=[N:33][C:34]([Cl:46])=[N:35][C:36]=3[NH:40][CH:41]2[CH2:45][CH2:44][CH2:43][CH2:42]2)[C@H:28]([OH:47])[C@@H:27]1[OH:48]. (5) Given the product [OH:8][NH:7][C:9](=[O:10])[O:11][CH2:12][CH:13]1[C:25]2[CH:24]=[CH:23][CH:22]=[CH:21][C:20]=2[C:19]2[C:14]1=[CH:15][CH:16]=[CH:17][CH:18]=2, predict the reactants needed to synthesize it. The reactants are: C(=O)(O)[O-].[Na+].Cl.[NH2:7][OH:8].[C:9](Cl)([O:11][CH2:12][CH:13]1[C:25]2[C:20](=[CH:21][CH:22]=[CH:23][CH:24]=2)[C:19]2[C:14]1=[CH:15][CH:16]=[CH:17][CH:18]=2)=[O:10].